Dataset: Forward reaction prediction with 1.9M reactions from USPTO patents (1976-2016). Task: Predict the product of the given reaction. (1) Given the reactants [C:1]([C:3]1[CH:4]=[C:5]([CH:10]=[CH:11][C:12]=1[CH3:13])[C:6]([O:8][CH3:9])=[O:7])#[CH:2].I[C:15]1[CH:16]=[N:17][C:18]2[C:23]([CH:24]=1)=[CH:22][CH:21]=[CH:20][CH:19]=2.C(N(C(C)C)CC)(C)C, predict the reaction product. The product is: [CH3:13][C:12]1[CH:11]=[CH:10][C:5]([C:6]([O:8][CH3:9])=[O:7])=[CH:4][C:3]=1[C:1]#[C:2][C:15]1[CH:16]=[N:17][C:18]2[C:23]([CH:24]=1)=[CH:22][CH:21]=[CH:20][CH:19]=2. (2) Given the reactants [CH:1]([N:4]1[C:8]([C:9](OC)=[O:10])=[CH:7][C:6]([O:13][CH2:14][C:15]2[CH:24]=[CH:23][C:22]3[C:17](=[CH:18][CH:19]=[CH:20][CH:21]=3)[N:16]=2)=[N:5]1)([CH3:3])[CH3:2].[H-].C([Al+]CC(C)C)C(C)C.C(O)C.[Cl-].[NH4+], predict the reaction product. The product is: [CH:1]([N:4]1[C:8]([CH2:9][OH:10])=[CH:7][C:6]([O:13][CH2:14][C:15]2[CH:24]=[CH:23][C:22]3[C:17](=[CH:18][CH:19]=[CH:20][CH:21]=3)[N:16]=2)=[N:5]1)([CH3:3])[CH3:2]. (3) Given the reactants [N:1]1[C:10]2[C:5](=[CH:6][CH:7]=[CH:8][CH:9]=2)[CH:4]=[CH:3][C:2]=1[CH2:11][O:12][C:13]1[CH:14]=[C:15]([CH:28]=[CH:29][CH:30]=1)[O:16][CH2:17][C:18]1[CH:19]=[C:20]([CH:25]=[CH:26][CH:27]=1)[C:21]([O:23]C)=[O:22].[OH-].[Na+].Cl, predict the reaction product. The product is: [N:1]1[C:10]2[C:5](=[CH:6][CH:7]=[CH:8][CH:9]=2)[CH:4]=[CH:3][C:2]=1[CH2:11][O:12][C:13]1[CH:14]=[C:15]([CH:28]=[CH:29][CH:30]=1)[O:16][CH2:17][C:18]1[CH:19]=[C:20]([CH:25]=[CH:26][CH:27]=1)[C:21]([OH:23])=[O:22].